This data is from Catalyst prediction with 721,799 reactions and 888 catalyst types from USPTO. The task is: Predict which catalyst facilitates the given reaction. Reactant: [Cl:1][C:2]1[CH:9]=[CH:8][C:5]([CH:6]=[O:7])=[C:4]([N:10]2[CH:14]=[CH:13][C:12]([CH3:15])=[N:11]2)[CH:3]=1.[BH4-].[Na+]. Product: [Cl:1][C:2]1[CH:9]=[CH:8][C:5]([CH2:6][OH:7])=[C:4]([N:10]2[CH:14]=[CH:13][C:12]([CH3:15])=[N:11]2)[CH:3]=1. The catalyst class is: 5.